The task is: Predict the product of the given reaction.. This data is from Forward reaction prediction with 1.9M reactions from USPTO patents (1976-2016). (1) Given the reactants Br[C:2]1[CH:3]=[C:4]([C:24](=[O:36])[NH:25][CH2:26][C:27]2[C:28](=[O:35])[NH:29][C:30]([CH3:34])=[CH:31][C:32]=2[CH3:33])[C:5]([CH3:23])=[C:6]([N:8]([CH3:22])[CH:9]2[CH2:14][CH2:13][N:12]([C:15]([O:17][C:18]([CH3:21])([CH3:20])[CH3:19])=[O:16])[CH2:11][CH2:10]2)[CH:7]=1.[CH:37]([C:39]1[N:44]=[CH:43][C:42](B(O)O)=[CH:41][CH:40]=1)=[O:38].C([O-])([O-])=O.[Na+].[Na+].CO, predict the reaction product. The product is: [CH3:33][C:32]1[CH:31]=[C:30]([CH3:34])[NH:29][C:28](=[O:35])[C:27]=1[CH2:26][NH:25][C:24]([C:4]1[C:5]([CH3:23])=[C:6]([N:8]([CH3:22])[CH:9]2[CH2:10][CH2:11][N:12]([C:15]([O:17][C:18]([CH3:19])([CH3:21])[CH3:20])=[O:16])[CH2:13][CH2:14]2)[CH:7]=[C:2]([C:42]2[CH:43]=[N:44][C:39]([CH:37]=[O:38])=[CH:40][CH:41]=2)[CH:3]=1)=[O:36]. (2) Given the reactants [F:1][C:2]1[CH:3]=[C:4]([OH:8])[CH:5]=[CH:6][CH:7]=1.Cl[C:10]1[C:19]2[C:14](=[CH:15][C:16]([O:20][CH3:21])=[CH:17][CH:18]=2)[CH:13]=[C:12]([NH:22][C:23]2[CH:27]=[C:26]([CH3:28])[NH:25][N:24]=2)[N:11]=1, predict the reaction product. The product is: [F:1][C:2]1[CH:3]=[C:4]([CH:5]=[CH:6][CH:7]=1)[O:8][C:10]1[C:19]2[C:14](=[CH:15][C:16]([O:20][CH3:21])=[CH:17][CH:18]=2)[CH:13]=[C:12]([NH:22][C:23]2[CH:27]=[C:26]([CH3:28])[NH:25][N:24]=2)[N:11]=1. (3) Given the reactants [Cl:1][C:2]1[CH:7]=[CH:6][C:5]([S:8]([N:11]2[CH:16]3[CH2:17][CH2:18][CH2:19][CH:12]2[C:13](=[CH:21]O)[C:14](=O)[CH2:15]3)(=[O:10])=[O:9])=[CH:4][CH:3]=1.S(O)(O)(=O)=O.[CH3:28][O:29][C:30](=[NH:32])[NH2:31].[CH3:28][O:29][C:30](=[NH:32])[NH2:31], predict the reaction product. The product is: [Cl:1][C:2]1[CH:3]=[CH:4][C:5]([S:8]([N:11]2[CH:16]3[CH2:17][CH2:18][CH2:19][CH:12]2[C:13]2[CH:21]=[N:32][C:30]([O:29][CH3:28])=[N:31][C:14]=2[CH2:15]3)(=[O:10])=[O:9])=[CH:6][CH:7]=1. (4) Given the reactants F[C:2]1[CH:12]=[CH:11][C:5]([C:6]([O:8][CH2:9][CH3:10])=[O:7])=[CH:4][CH:3]=1.[N:13]1[CH:18]=[CH:17][CH:16]=[CH:15][C:14]=1[N:19]1[CH2:24][CH2:23][NH:22][CH2:21][CH2:20]1.C(=O)([O-])[O-].[K+].[K+].O, predict the reaction product. The product is: [N:13]1[CH:18]=[CH:17][CH:16]=[CH:15][C:14]=1[N:19]1[CH2:20][CH2:21][N:22]([C:2]2[CH:12]=[CH:11][C:5]([C:6]([O:8][CH2:9][CH3:10])=[O:7])=[CH:4][CH:3]=2)[CH2:23][CH2:24]1. (5) Given the reactants CCN(CC)CC.N1C=CC=CC=1.[CH2:14]([O:16][C:17]([C:19]1[N:20]([C:29]2[CH:34]=[CH:33][C:32]([CH3:35])=[C:31]([N+:36]([O-:38])=[O:37])[CH:30]=2)[C:21]2[C:26]([CH:27]=1)=[CH:25][C:24]([OH:28])=[CH:23][CH:22]=2)=[O:18])[CH3:15].[Cl:39][C:40]1[CH:41]=[C:42](B(O)O)[CH:43]=[CH:44][CH:45]=1, predict the reaction product. The product is: [CH2:14]([O:16][C:17]([C:19]1[N:20]([C:29]2[CH:34]=[CH:33][C:32]([CH3:35])=[C:31]([N+:36]([O-:38])=[O:37])[CH:30]=2)[C:21]2[C:26]([CH:27]=1)=[CH:25][C:24]([O:28][C:44]1[CH:43]=[CH:42][CH:41]=[C:40]([Cl:39])[CH:45]=1)=[CH:23][CH:22]=2)=[O:18])[CH3:15]. (6) Given the reactants C([O:8][C:9]1[CH:14]=[CH:13][C:12]([C@@H:15]2[CH2:20][CH2:19][N:18]([C:21]([O:23][C:24]([CH3:27])([CH3:26])[CH3:25])=[O:22])[CH2:17][C@H:16]2[OH:28])=[CH:11][C:10]=1[F:29])C1C=CC=CC=1, predict the reaction product. The product is: [F:29][C:10]1[CH:11]=[C:12]([C@@H:15]2[CH2:20][CH2:19][N:18]([C:21]([O:23][C:24]([CH3:26])([CH3:25])[CH3:27])=[O:22])[CH2:17][C@H:16]2[OH:28])[CH:13]=[CH:14][C:9]=1[OH:8]. (7) Given the reactants [C:1]1([C:27]2[CH:32]=[CH:31][CH:30]=[CH:29][CH:28]=2)[CH:6]=[CH:5][C:4]([NH:7][C:8](=[O:26])[C:9]2[CH:14]=[CH:13][C:12](Br)=[C:11]([NH:16][C:17](=[O:25])[CH2:18][N:19]3[CH2:24][CH2:23][O:22][CH2:21][CH2:20]3)[CH:10]=2)=[CH:3][CH:2]=1.[CH3:33][N:34](C=O)C, predict the reaction product. The product is: [C:1]1([C:27]2[CH:32]=[CH:31][CH:30]=[CH:29][CH:28]=2)[CH:6]=[CH:5][C:4]([NH:7][C:8](=[O:26])[C:9]2[CH:14]=[CH:13][C:12]([C:33]#[N:34])=[C:11]([NH:16][C:17](=[O:25])[CH2:18][N:19]3[CH2:24][CH2:23][O:22][CH2:21][CH2:20]3)[CH:10]=2)=[CH:3][CH:2]=1.